This data is from Reaction yield outcomes from USPTO patents with 853,638 reactions. The task is: Predict the reaction yield, written as a fraction of the theoretical maximum amount of product (1.0 means a 100% yield; for example, 0.34 means a 34% yield). The reactants are [C:1]1([S:7]([NH2:10])(=[O:9])=[O:8])[CH:6]=[CH:5][CH:4]=[CH:3][CH:2]=1.[C:11]([C:15]1[N:20]=[C:19]([C:21]2[CH:26]=[CH:25][C:24]([CH3:27])=[CH:23][CH:22]=2)[C:18]([C:28](O)=[O:29])=[CH:17][CH:16]=1)([CH3:14])([CH3:13])[CH3:12].CN(C(ON1N=NC2C=CC=NC1=2)=[N+](C)C)C.F[P-](F)(F)(F)(F)F.C(=O)([O-])[O-].[K+].[K+]. The catalyst is CN(C)C=O. The product is [C:1]1([S:7]([NH:10][C:28]([C:18]2[C:19]([C:21]3[CH:26]=[CH:25][C:24]([CH3:27])=[CH:23][CH:22]=3)=[N:20][C:15]([C:11]([CH3:14])([CH3:13])[CH3:12])=[CH:16][CH:17]=2)=[O:29])(=[O:9])=[O:8])[CH:6]=[CH:5][CH:4]=[CH:3][CH:2]=1. The yield is 0.530.